This data is from Forward reaction prediction with 1.9M reactions from USPTO patents (1976-2016). The task is: Predict the product of the given reaction. (1) Given the reactants [I:1][C:2]1[CH:3]=[C:4]([CH:8]=[CH:9][CH:10]=1)[C:5]([OH:7])=[O:6].C(=O)([O-])[O-].[K+].[K+].[CH2:17](Br)[C:18]1[CH:23]=[CH:22][CH:21]=[CH:20][CH:19]=1.O, predict the reaction product. The product is: [I:1][C:2]1[CH:3]=[C:4]([CH:8]=[CH:9][CH:10]=1)[C:5]([O:7][CH2:17][C:18]1[CH:23]=[CH:22][CH:21]=[CH:20][CH:19]=1)=[O:6]. (2) The product is: [C:1]([O:5][C:6](=[O:32])[NH:7][C:8]1[CH:9]=[CH:10][C:11]([S:14][C:15]2[CH:20]=[CH:19][C:18]([C:21](=[O:30])[NH:22][C:23]3[CH:28]=[CH:27][CH:26]=[C:25]([Br:29])[CH:24]=3)=[CH:17][C:16]=2[NH:31][C:45]2[C:35]3[CH:40]=[CH:39][CH:38]=[N:37][C:36]=3[N:41]=[CH:42][N:43]=2)=[CH:12][CH:13]=1)([CH3:4])([CH3:2])[CH3:3]. Given the reactants [C:1]([O:5][C:6](=[O:32])[NH:7][C:8]1[CH:13]=[CH:12][C:11]([S:14][C:15]2[CH:20]=[CH:19][C:18]([C:21](=[O:30])[NH:22][C:23]3[CH:28]=[CH:27][CH:26]=[C:25]([Br:29])[CH:24]=3)=[CH:17][C:16]=2[NH2:31])=[CH:10][CH:9]=1)([CH3:4])([CH3:3])[CH3:2].C([C:35]1[C:36]([N:41]=[CH:42][N:43]([CH3:45])C)=[N:37][CH:38]=[CH:39][CH:40]=1)#N, predict the reaction product. (3) Given the reactants Br[C:2]1[S:6][C:5]([C:7](Cl)=[O:8])=[CH:4][CH:3]=1.[Cl:10][C:11]1[CH:17]=[CH:16][CH:15]=[CH:14][C:12]=1[NH2:13].[N:18]1[CH:23]=[CH:22][C:21](B(O)O)=[CH:20][CH:19]=1, predict the reaction product. The product is: [Cl:10][C:11]1[CH:17]=[CH:16][CH:15]=[CH:14][C:12]=1[NH:13][C:7]([C:5]1[S:6][C:2]([C:21]2[CH:22]=[CH:23][N:18]=[CH:19][CH:20]=2)=[CH:3][CH:4]=1)=[O:8]. (4) Given the reactants [O:1]=[C:2]([N:13]1[CH2:18][CH2:17][NH:16][CH2:15][CH2:14]1)[CH2:3][O:4][C:5]1[CH:6]=[C:7]([CH:10]=[CH:11][CH:12]=1)[CH:8]=[O:9].[CH2:19]1[O:22][CH:20]1[CH3:21], predict the reaction product. The product is: [OH:22][CH:20]([CH3:21])[CH2:19][N:16]1[CH2:17][CH2:18][N:13]([C:2](=[O:1])[CH2:3][O:4][C:5]2[CH:6]=[C:7]([CH:10]=[CH:11][CH:12]=2)[CH:8]=[O:9])[CH2:14][CH2:15]1. (5) The product is: [NH2:9][C:3]1[C:2]([C:18]2[CH:23]=[CH:22][C:21]([OH:24])=[CH:20][CH:19]=2)=[CH:7][C:6]([CH3:8])=[CH:5][N:4]=1. Given the reactants Br[C:2]1[C:3]([NH2:9])=[N:4][CH:5]=[C:6]([CH3:8])[CH:7]=1.CC1(C)C(C)(C)OB([C:18]2[CH:23]=[CH:22][C:21]([OH:24])=[CH:20][CH:19]=2)O1.C(=O)([O-])[O-].[Na+].[Na+], predict the reaction product. (6) The product is: [C@@H:6]1([O:24][C:25]2[C:29]([CH2:30][C:31]3[CH:36]=[CH:35][C:34]([O:37][CH2:38][CH2:39][NH:40][C:65](=[O:66])[C:62]([CH3:63])([C:61]([N:58]4[CH2:59][CH2:60][NH:55][CH2:56][CH2:57]4)=[O:68])[CH3:64])=[CH:33][C:32]=3[CH3:41])=[C:28]([CH:42]([CH3:44])[CH3:43])[NH:27][N:26]=2)[O:7][C@H:8]([CH2:19][OH:20])[C@@H:9]([OH:15])[C@H:10]([OH:11])[C@H:5]1[OH:4]. Given the reactants C([O:4][C@@H:5]1[C@@H:10]([O:11]C(=O)C)[C@H:9]([O:15]C(=O)C)[C@@H:8]([CH2:19][O:20]C(=O)C)[O:7][C@H:6]1[O:24][C:25]1[C:29]([CH2:30][C:31]2[CH:36]=[CH:35][C:34]([O:37][CH2:38][CH2:39][NH2:40])=[CH:33][C:32]=2[CH3:41])=[C:28]([CH:42]([CH3:44])[CH3:43])[NH:27][N:26]=1)(=O)C.C(OC([N:55]1[CH2:60][CH2:59][N:58]([C:61](=[O:68])[C:62]([C:65](O)=[O:66])([CH3:64])[CH3:63])[CH2:57][CH2:56]1)=O)C1C=CC=CC=1.C(OC(NCC(O)=O)=O)C1C=CC=CC=1, predict the reaction product. (7) Given the reactants [H-].[Na+].[Cl:3][C:4]1[CH:9]=[CH:8][C:7]([C:10]2[O:11][C:12]3[CH:18]=[CH:17][C:16]([NH:19][C:20](=[O:23])[CH2:21][CH3:22])=[CH:15][C:13]=3[N:14]=2)=[CH:6][CH:5]=1.[CH3:24]I, predict the reaction product. The product is: [Cl:3][C:4]1[CH:5]=[CH:6][C:7]([C:10]2[O:11][C:12]3[CH:18]=[CH:17][C:16]([N:19]([CH3:24])[C:20](=[O:23])[CH2:21][CH3:22])=[CH:15][C:13]=3[N:14]=2)=[CH:8][CH:9]=1.